This data is from Reaction yield outcomes from USPTO patents with 853,638 reactions. The task is: Predict the reaction yield, written as a fraction of the theoretical maximum amount of product (1.0 means a 100% yield; for example, 0.34 means a 34% yield). The reactants are [N:1]1[CH:6]=[CH:5][C:4]([N:7]2[CH2:12][CH2:11][NH:10][CH2:9][CH2:8]2)=[CH:3][CH:2]=1.[CH:13]1[C:22]2[C:17](=[CH:18][CH:19]=[CH:20][CH:21]=2)[CH:16]=[CH:15][C:14]=1[S:23]([C:26]1[CH:34]=[CH:33][C:29]([C:30](O)=[O:31])=[CH:28][CH:27]=1)(=[O:25])=[O:24]. No catalyst specified. The product is [CH:13]1[C:22]2[C:17](=[CH:18][CH:19]=[CH:20][CH:21]=2)[CH:16]=[CH:15][C:14]=1[S:23]([C:26]1[CH:34]=[CH:33][C:29]([C:30]([N:10]2[CH2:9][CH2:8][N:7]([C:4]3[CH:5]=[CH:6][N:1]=[CH:2][CH:3]=3)[CH2:12][CH2:11]2)=[O:31])=[CH:28][CH:27]=1)(=[O:25])=[O:24]. The yield is 0.320.